Dataset: Forward reaction prediction with 1.9M reactions from USPTO patents (1976-2016). Task: Predict the product of the given reaction. (1) Given the reactants CO[C:3]1[CH:8]=[C:7]([C:9]([C:12]2[CH:17]=[CH:16][CH:15]=[C:14]([O:18][C:19](F)(F)F)[CH:13]=2)([CH3:11])[CH3:10])[CH:6]=[C:5]([N+:23]([O-])=O)C=1.[Cl:26]C(Cl)(C1C=C(OC)C=C(Cl)C=1)C1C=CN=CC=1, predict the reaction product. The product is: [Cl:26][C:16]1[CH:17]=[C:12]([C:9]([C:7]2[CH:6]=[CH:5][N:23]=[CH:3][CH:8]=2)([CH3:11])[CH3:10])[CH:13]=[C:14]([O:18][CH3:19])[CH:15]=1. (2) Given the reactants [F:1][C:2]([F:18])([F:17])[CH2:3][NH:4][C:5]1[CH:12]=[CH:11][C:8]([C:9]#[N:10])=[C:7]([C:13]([F:16])([F:15])[F:14])[CH:6]=1.Br[CH:20]([CH2:28][CH3:29])[C:21]([O:23][C:24]([CH3:27])([CH3:26])[CH3:25])=[O:22], predict the reaction product. The product is: [C:9]([C:8]1[CH:11]=[CH:12][C:5]([N:4]([CH2:3][C:2]([F:17])([F:18])[F:1])[CH:20]([CH2:28][CH3:29])[C:21]([O:23][C:24]([CH3:27])([CH3:26])[CH3:25])=[O:22])=[CH:6][C:7]=1[C:13]([F:16])([F:14])[F:15])#[N:10]. (3) Given the reactants CC1C=CC(S(OCC2OC3[CH:19]=[C:20]([O:23][S:24]([C:27]([F:30])([F:29])[F:28])(=[O:26])=[O:25])[CH:21]=[CH:22][C:16]=3[O:15][CH2:14]2)(=O)=O)=CC=1.[CH3:31][O:32][CH2:33][CH2:34][NH2:35], predict the reaction product. The product is: [F:29][C:27]([F:28])([F:30])[S:24]([O:23][C:20]1[CH:21]=[CH:22][C:16]2[O:15][CH2:14][CH:33]([CH2:34][NH:35][CH2:22][CH2:16][O:15][CH3:14])[O:32][C:31]=2[CH:19]=1)(=[O:25])=[O:26]. (4) Given the reactants Cl[C:2]1[C:11]2=[N:12][N:13](CC3C=CC(OC)=CC=3)[CH:14]=[C:10]2[C:9]2[CH:8]=[C:7]([O:24][CH3:25])[CH:6]=[CH:5][C:4]=2[N:3]=1.[CH2:26]([N:28]1[CH2:33][CH2:32][N:31]([C:34]2[CH:40]=[CH:39][C:37]([NH2:38])=[CH:36][C:35]=2[F:41])[CH2:30][CH2:29]1)[CH3:27].Cl, predict the reaction product. The product is: [CH2:26]([N:28]1[CH2:29][CH2:30][N:31]([C:34]2[CH:40]=[CH:39][C:37]([NH:38][C:2]3[C:11]4=[N:12][NH:13][CH:14]=[C:10]4[C:9]4[CH:8]=[C:7]([O:24][CH3:25])[CH:6]=[CH:5][C:4]=4[N:3]=3)=[CH:36][C:35]=2[F:41])[CH2:32][CH2:33]1)[CH3:27].